Dataset: NCI-60 drug combinations with 297,098 pairs across 59 cell lines. Task: Regression. Given two drug SMILES strings and cell line genomic features, predict the synergy score measuring deviation from expected non-interaction effect. (1) Drug 1: CC=C1C(=O)NC(C(=O)OC2CC(=O)NC(C(=O)NC(CSSCCC=C2)C(=O)N1)C(C)C)C(C)C. Drug 2: C1CCC(C(C1)N)N.C(=O)(C(=O)[O-])[O-].[Pt+4]. Cell line: A498. Synergy scores: CSS=38.3, Synergy_ZIP=-12.8, Synergy_Bliss=-0.758, Synergy_Loewe=0.458, Synergy_HSA=2.67. (2) Drug 1: C1C(C(OC1N2C=C(C(=O)NC2=O)F)CO)O. Drug 2: CCC1(CC2CC(C3=C(CCN(C2)C1)C4=CC=CC=C4N3)(C5=C(C=C6C(=C5)C78CCN9C7C(C=CC9)(C(C(C8N6C)(C(=O)OC)O)OC(=O)C)CC)OC)C(=O)OC)O.OS(=O)(=O)O. Cell line: HCC-2998. Synergy scores: CSS=45.8, Synergy_ZIP=4.33, Synergy_Bliss=5.75, Synergy_Loewe=-6.57, Synergy_HSA=4.40. (3) Drug 1: C1=CC(=CC=C1CCC2=CNC3=C2C(=O)NC(=N3)N)C(=O)NC(CCC(=O)O)C(=O)O. Drug 2: C#CCC(CC1=CN=C2C(=N1)C(=NC(=N2)N)N)C3=CC=C(C=C3)C(=O)NC(CCC(=O)O)C(=O)O. Cell line: OVCAR-5. Synergy scores: CSS=6.27, Synergy_ZIP=-7.13, Synergy_Bliss=-12.2, Synergy_Loewe=-8.47, Synergy_HSA=-8.30. (4) Drug 1: CC(CN1CC(=O)NC(=O)C1)N2CC(=O)NC(=O)C2. Drug 2: B(C(CC(C)C)NC(=O)C(CC1=CC=CC=C1)NC(=O)C2=NC=CN=C2)(O)O. Cell line: UO-31. Synergy scores: CSS=14.2, Synergy_ZIP=-5.11, Synergy_Bliss=-2.13, Synergy_Loewe=0.912, Synergy_HSA=0.962. (5) Drug 1: C1C(C(OC1N2C=C(C(=O)NC2=O)F)CO)O. Drug 2: C1=NC2=C(N1)C(=S)N=CN2. Cell line: OVCAR-8. Synergy scores: CSS=64.5, Synergy_ZIP=1.53, Synergy_Bliss=5.84, Synergy_Loewe=5.97, Synergy_HSA=10.1. (6) Drug 1: C1=C(C(=O)NC(=O)N1)F. Drug 2: C1CC(=O)NC(=O)C1N2C(=O)C3=CC=CC=C3C2=O. Cell line: UO-31. Synergy scores: CSS=24.0, Synergy_ZIP=-0.455, Synergy_Bliss=-2.62, Synergy_Loewe=-7.79, Synergy_HSA=-3.79.